This data is from Reaction yield outcomes from USPTO patents with 853,638 reactions. The task is: Predict the reaction yield, written as a fraction of the theoretical maximum amount of product (1.0 means a 100% yield; for example, 0.34 means a 34% yield). (1) The reactants are S(OOS([O-])(=O)=O)([O-])(=O)=[O:2].[K+].[K+].[CH2:13]([O:15][C:16](=[O:29])[CH2:17][CH2:18][CH2:19][O:20][C:21]1[CH:26]=[CH:25][CH:24]=[C:23]([CH3:27])[C:22]=1[CH3:28])[CH3:14]. The catalyst is O.C(#N)C.O.O.O.O.O.S([O-])([O-])(=O)=O.[Cu+2]. The product is [CH2:13]([O:15][C:16](=[O:29])[CH2:17][CH2:18][CH2:19][O:20][C:21]1[CH:26]=[CH:25][CH:24]=[C:23]([CH3:27])[C:22]=1[CH:28]=[O:2])[CH3:14]. The yield is 0.940. (2) The reactants are [Si]([O:8][CH2:9][CH2:10][O:11][C:12]1[CH:17]=[CH:16][C:15]([C:18]23[N:30]([C:31]([C:33]4[C:34]([CH3:38])=[N:35][O:36][CH:37]=4)=[O:32])[CH2:29][CH2:28][N:19]2[C:20](=[O:27])[C:21]2[N:22]([CH:24]=[CH:25][CH:26]=2)[CH2:23]3)=[CH:14][CH:13]=1)(C(C)(C)C)(C)C.C(O)(=O)C.C1COCC1.O. The catalyst is C(Cl)Cl. The product is [OH:8][CH2:9][CH2:10][O:11][C:12]1[CH:13]=[CH:14][C:15]([C:18]23[N:30]([C:31]([C:33]4[C:34]([CH3:38])=[N:35][O:36][CH:37]=4)=[O:32])[CH2:29][CH2:28][N:19]2[C:20](=[O:27])[C:21]2[N:22]([CH:24]=[CH:25][CH:26]=2)[CH2:23]3)=[CH:16][CH:17]=1. The yield is 0.640.